This data is from Forward reaction prediction with 1.9M reactions from USPTO patents (1976-2016). The task is: Predict the product of the given reaction. (1) Given the reactants C([BH3-])#N.[Na+].C(OC([N:12]1[CH2:17][CH2:16][C:15](=O)[CH:14]([CH2:19][CH3:20])[CH2:13]1)=O)(C)(C)C.Cl.[CH3:22][NH:23][CH3:24].[OH-].[K+], predict the reaction product. The product is: [CH3:22][N:23]([CH3:24])[CH:15]1[CH2:16][CH2:17][NH:12][CH2:13][CH:14]1[CH2:19][CH3:20]. (2) Given the reactants [Br:1][C:2]1[CH:8]=[CH:7][C:5]([NH2:6])=[C:4]([C:9]([CH3:12])([CH3:11])[CH3:10])[CH:3]=1.[ClH:13].[Cl:14][CH2:15][CH2:16][NH:17][CH2:18][CH2:19]Cl.[OH-].[Na+].Cl, predict the reaction product. The product is: [ClH:14].[ClH:13].[Br:1][C:2]1[CH:8]=[CH:7][C:5]([N:6]2[CH2:19][CH2:18][NH:17][CH2:16][CH2:15]2)=[C:4]([C:9]([CH3:12])([CH3:11])[CH3:10])[CH:3]=1. (3) The product is: [CH2:36]([N:20]([CH2:18][CH3:19])[CH2:21][CH2:22][CH2:23][NH:24][C:25]([C:27]1[C:31]([CH3:32])=[C:30]([CH:33]=[C:10]2[C:9]3[C:13](=[CH:14][CH:15]=[CH:16][C:8]=3[C:4]3[CH:5]=[CH:6][CH:7]=[C:2]([F:1])[CH:3]=3)[NH:12][C:11]2=[O:17])[NH:29][C:28]=1[CH3:35])=[O:26])[CH3:37]. Given the reactants [F:1][C:2]1[CH:3]=[C:4]([C:8]2[CH:16]=[CH:15][CH:14]=[C:13]3[C:9]=2[CH2:10][C:11](=[O:17])[NH:12]3)[CH:5]=[CH:6][CH:7]=1.[CH2:18]([N:20]([CH2:36][CH3:37])[CH2:21][CH2:22][CH2:23][NH:24][C:25]([C:27]1[C:31]([CH3:32])=[C:30]([CH:33]=O)[NH:29][C:28]=1[CH3:35])=[O:26])[CH3:19], predict the reaction product. (4) Given the reactants [C:1]([O:5][C:6]([N:8]1[C@H:13]([CH2:14][OH:15])[CH2:12][C@:11]2([CH3:16])[C@H:9]1[CH2:10]2)=[O:7])([CH3:4])([CH3:3])[CH3:2].C(Cl)Cl.Cl.C(Cl)(Cl)(Cl)Cl.CC#N.[OH2:29], predict the reaction product. The product is: [C:1]([O:5][C:6]([N:8]1[C@H:13]([C:14]([OH:29])=[O:15])[CH2:12][C@:11]2([CH3:16])[C@H:9]1[CH2:10]2)=[O:7])([CH3:4])([CH3:3])[CH3:2].